Dataset: Reaction yield outcomes from USPTO patents with 853,638 reactions. Task: Predict the reaction yield, written as a fraction of the theoretical maximum amount of product (1.0 means a 100% yield; for example, 0.34 means a 34% yield). The reactants are C(O[B:5]1[O:9][C:8]([CH3:11])([CH3:10])[C:7]([CH3:13])([CH3:12])[O:6]1)(C)C.[CH3:14][O:15][C:16]1[CH:30]=[CH:29][C:19]([CH2:20][N:21]2[CH:25]=[C:24](I)[C:23]([CH2:27][OH:28])=[N:22]2)=[CH:18][CH:17]=1.[Li]CCCC. The catalyst is C1COCC1. The product is [CH3:14][O:15][C:16]1[CH:17]=[CH:18][C:19]([CH2:20][N:21]2[CH:25]=[C:24]([B:5]3[O:6][C:7]([CH3:12])([CH3:13])[C:8]([CH3:10])([CH3:11])[O:9]3)[C:23]([CH2:27][OH:28])=[N:22]2)=[CH:29][CH:30]=1. The yield is 1.00.